Dataset: Full USPTO retrosynthesis dataset with 1.9M reactions from patents (1976-2016). Task: Predict the reactants needed to synthesize the given product. (1) Given the product [ClH:1].[Cl:1][C:2]1[C:3]([OH:11])=[CH:4][CH:5]=[C:6]([N:8]([CH3:10])[CH3:9])[N:7]=1, predict the reactants needed to synthesize it. The reactants are: [Cl:1][C:2]1[N:7]=[C:6]([N:8]([CH3:10])[CH3:9])[CH:5]=[CH:4][C:3]=1[O:11]COC.FC1C=C(F)C=CC=1C=O. (2) Given the product [NH2:17][O:15][CH2:14][C:10]1[CH:9]=[C:8]([CH:13]=[CH:12][CH:11]=1)[NH:7][C:1]1[CH:6]=[CH:5][CH:4]=[CH:3][CH:2]=1, predict the reactants needed to synthesize it. The reactants are: [C:1]1([NH:7][C:8]2[CH:9]=[C:10]([CH2:14][OH:15])[CH:11]=[CH:12][CH:13]=2)[CH:6]=[CH:5][CH:4]=[CH:3][CH:2]=1.O[N:17]1C(=O)C2=CC=CC=C2C1=O.C1(P(C2C=CC=CC=2)C2C=CC=CC=2)C=CC=CC=1.N(C(OCC)=O)=NC(OCC)=O.O.NN. (3) Given the product [C:19]([CH:2]1[CH2:3][CH2:4][C:5](=[O:7])[NH:6][C:1]1=[O:8])(=[O:18])[C:20]1[CH:21]=[CH:4][CH:3]=[CH:2][CH:1]=1, predict the reactants needed to synthesize it. The reactants are: [C:1]1(=[O:8])[NH:6][C:5](=[O:7])[CH2:4][CH2:3][CH2:2]1.C([O:18][CH2:19][CH:20]=[CH2:21])(=O)CC([O:18][CH2:19][CH:20]=[CH2:21])=O.